From a dataset of Catalyst prediction with 721,799 reactions and 888 catalyst types from USPTO. Predict which catalyst facilitates the given reaction. (1) Reactant: [C:1]([O:5][C:6]([C:8]1[C:9]([CH3:28])=[C:10]([C:25](O)=[O:26])[S:11][C:12]=1[NH:13][C:14]([NH:16][CH2:17][CH2:18][CH2:19][CH2:20][CH2:21][CH2:22][CH2:23][CH3:24])=[O:15])=[O:7])([CH3:4])([CH3:3])[CH3:2].[CH2:29]([NH2:37])[CH2:30][CH2:31][CH2:32][CH2:33][CH2:34][CH2:35][CH3:36].C(Cl)CCl. Product: [C:1]([O:5][C:6]([C:8]1[C:9]([CH3:28])=[C:10]([C:25](=[O:26])[NH:37][CH2:29][CH2:30][CH2:31][CH2:32][CH2:33][CH2:34][CH2:35][CH3:36])[S:11][C:12]=1[NH:13][C:14]([NH:16][CH2:17][CH2:18][CH2:19][CH2:20][CH2:21][CH2:22][CH2:23][CH3:24])=[O:15])=[O:7])([CH3:4])([CH3:3])[CH3:2]. The catalyst class is: 64. (2) Reactant: [O:1]1[CH:10]2[CH:5]([CH2:6][N:7](C(OC(C)(C)C)=O)[CH2:8][CH2:9]2)[O:4][CH2:3][CH2:2]1.Cl. Product: [O:1]1[CH:10]2[CH:5]([CH2:6][NH:7][CH2:8][CH2:9]2)[O:4][CH2:3][CH2:2]1. The catalyst class is: 5.